Dataset: Full USPTO retrosynthesis dataset with 1.9M reactions from patents (1976-2016). Task: Predict the reactants needed to synthesize the given product. (1) Given the product [ClH:1].[Br:2][C:3]1[CH:12]=[CH:11][CH:10]=[C:9]2[C:4]=1[CH2:5][C@H:6]([C:17]([OH:19])=[O:18])[NH:7][CH2:8]2, predict the reactants needed to synthesize it. The reactants are: [ClH:1].[Br:2][C:3]1[CH:12]=[CH:11][CH:10]=[C:9]2[C:4]=1[CH2:5][C@H:6]([C:17]([O:19]C)=[O:18])[N:7](C(OC)=O)[CH2:8]2.BrC1C=CC=C2C=1C[C@H](C(O)=O)N(C(OC)=O)C2. (2) The reactants are: [F:1][C:2]([F:17])([F:16])[C:3]1[CH:8]=[CH:7][C:6]([NH:9][N:10]=[C:11]([C:14]#[N:15])[C:12]#[N:13])=[CH:5][CH:4]=1.FC(F)(F)C1C=CC(N)=CC=1.C(#N)CC#N.O.[NH2:35][NH2:36]. Given the product [NH2:15][C:14]1[C:11](=[N:10][NH:9][C:6]2[CH:7]=[CH:8][C:3]([C:2]([F:1])([F:16])[F:17])=[CH:4][CH:5]=2)[C:12]([NH2:13])=[N:36][N:35]=1, predict the reactants needed to synthesize it. (3) Given the product [C:12]([N:8]1[C:9]2[C:5](=[CH:4][CH:3]=[C:2]([Br:1])[CH:10]=2)[CH2:6][C:7]1=[O:11])(=[O:14])[CH3:13], predict the reactants needed to synthesize it. The reactants are: [Br:1][C:2]1[CH:10]=[C:9]2[C:5]([CH2:6][C:7](=[O:11])[NH:8]2)=[CH:4][CH:3]=1.[C:12](OC(=O)C)(=[O:14])[CH3:13]. (4) The reactants are: [CH3:1][O:2][C:3](=[O:22])[C:4]1[C:5](=[CH:10][C:11]([O:14][C:15]2[CH:20]=[CH:19][CH:18]=[CH:17][C:16]=2[NH2:21])=[CH:12][CH:13]=1)[C:6]([O:8][CH3:9])=[O:7].[F:23][C:24]1[CH:25]=[C:26]([CH:30]=[CH:31][CH:32]=1)[C:27](Cl)=[O:28]. Given the product [CH3:1][O:2][C:3](=[O:22])[C:4]1[C:5](=[CH:10][C:11]([O:14][C:15]2[CH:20]=[CH:19][CH:18]=[CH:17][C:16]=2[NH:21][C:27](=[O:28])[C:26]2[CH:30]=[CH:31][CH:32]=[C:24]([F:23])[CH:25]=2)=[CH:12][CH:13]=1)[C:6]([O:8][CH3:9])=[O:7], predict the reactants needed to synthesize it. (5) Given the product [NH2:1][C:4]1[CH:28]=[CH:27][C:7]([O:8][C:9]2[CH:14]=[CH:13][N:12]=[C:11]([NH:15][C:16](=[O:26])[N:17]([CH3:25])[CH:18]3[CH2:19][CH2:20][N:21]([CH3:24])[CH2:22][CH2:23]3)[CH:10]=2)=[CH:6][CH:5]=1, predict the reactants needed to synthesize it. The reactants are: [N+:1]([C:4]1[CH:28]=[CH:27][C:7]([O:8][C:9]2[CH:14]=[CH:13][N:12]=[C:11]([NH:15][C:16](=[O:26])[N:17]([CH3:25])[CH:18]3[CH2:23][CH2:22][N:21]([CH3:24])[CH2:20][CH2:19]3)[CH:10]=2)=[CH:6][CH:5]=1)([O-])=O.[H][H]. (6) The reactants are: [H-].[Li+].[Al+3].[H-].[H-].[H-].[CH2:7]([N:14]1[CH2:19][C:18](=O)[NH:17][C:16]([CH3:22])([CH3:21])[C:15]1=O)[C:8]1[CH:13]=[CH:12][CH:11]=[CH:10][CH:9]=1.O.[OH-].[Na+]. Given the product [CH2:7]([N:14]1[CH2:19][CH2:18][NH:17][C:16]([CH3:22])([CH3:21])[CH2:15]1)[C:8]1[CH:9]=[CH:10][CH:11]=[CH:12][CH:13]=1, predict the reactants needed to synthesize it.